Dataset: Reaction yield outcomes from USPTO patents with 853,638 reactions. Task: Predict the reaction yield, written as a fraction of the theoretical maximum amount of product (1.0 means a 100% yield; for example, 0.34 means a 34% yield). The catalyst is O1CCOCC1. The yield is 0.150. The reactants are [Cl:1][C:2]1[CH:3]=[C:4]([S:8]([CH:11]2[CH2:16][CH2:15][NH:14][CH2:13][CH2:12]2)(=[O:10])=[O:9])[CH:5]=[CH:6][CH:7]=1.[Cl:17][C:18]1[CH:19]=[N:20][CH:21]=[C:22]([Cl:25])[C:23]=1Cl.CCN(C(C)C)C(C)C. The product is [Cl:17][C:18]1[CH:19]=[N:20][CH:21]=[C:22]([Cl:25])[C:23]=1[N:14]1[CH2:15][CH2:16][CH:11]([S:8]([C:4]2[CH:5]=[CH:6][CH:7]=[C:2]([Cl:1])[CH:3]=2)(=[O:10])=[O:9])[CH2:12][CH2:13]1.